From a dataset of Forward reaction prediction with 1.9M reactions from USPTO patents (1976-2016). Predict the product of the given reaction. (1) Given the reactants [Cl:1][C:2]1[C:7]2[C:8](=[O:21])[N:9](C(C)(C3C=CC=CC=3)C)[CH:10](O)[C:6]=2[CH:5]=[C:4]([CH3:22])[N:3]=1.FC(F)(F)C(O)=O.C([SiH](CC)CC)C, predict the reaction product. The product is: [Cl:1][C:2]1[C:7]2[C:8](=[O:21])[NH:9][CH2:10][C:6]=2[CH:5]=[C:4]([CH3:22])[N:3]=1. (2) Given the reactants [Cl:1][C:2]1[CH:7]=[CH:6][C:5]([C:8]2([C:11]([N:13]3[CH2:18][C@@H:17]4[CH2:19][C@H:14]3[C:15](=[O:20])[O:16]4)=[O:12])[CH2:10][CH2:9]2)=[CH:4][CH:3]=1.Cl.[NH2:22][C:23]1([C:26]#[N:27])[CH2:25][CH2:24]1.C(C(CCCC)C([O-])=O)C.[Na+].Cl.[Cl-].[Na+], predict the reaction product. The product is: [Cl:1][C:2]1[CH:3]=[CH:4][C:5]([C:8]2([C:11]([N:13]3[CH2:18][C@@H:17]([OH:16])[CH2:19][C@H:14]3[C:15]([NH:22][C:23]3([C:26]#[N:27])[CH2:25][CH2:24]3)=[O:20])=[O:12])[CH2:9][CH2:10]2)=[CH:6][CH:7]=1. (3) Given the reactants [CH3:1][O:2][C:3]([C:5]1[CH:10]=[CH:9][CH:8]=[CH:7][C:6]=1[NH:11][CH:12]([C:16]1[CH:21]=[CH:20][CH:19]=[CH:18][CH:17]=1)[C:13]([OH:15])=[O:14])=[O:4].C(N(C(C)C)C(C)C)C.C1C=CC2N(O)N=NC=2C=1.[N:41]12[CH2:48][CH2:47][CH:44]([CH2:45][CH2:46]1)[C@@H:43](O)[CH2:42]2, predict the reaction product. The product is: [CH3:1][O:2][C:3](=[O:4])[C:5]1[CH:10]=[CH:9][CH:8]=[CH:7][C:6]=1[NH:11][CH:12]([C:13]([O:15][C@@H:43]1[CH:44]2[CH2:47][CH2:48][N:41]([CH2:46][CH2:45]2)[CH2:42]1)=[O:14])[C:16]1[CH:21]=[CH:20][CH:19]=[CH:18][CH:17]=1. (4) Given the reactants [C:1]([C:5]1[CH:10]=[CH:9][C:8]([C@H:11]2[CH2:20][CH2:19][CH2:18][C@@H:17]3[N:12]2[C:13](=[O:22])[CH:14](I)[CH2:15][CH2:16]3)=[CH:7][CH:6]=1)([O:3][CH3:4])=[O:2].[P:23]([O:30]CC)([O:27][CH2:28][CH3:29])[O:24][CH2:25][CH3:26], predict the reaction product. The product is: [CH2:25]([O:24][P:23]([CH:14]1[C:13](=[O:22])[N:12]2[C@H:17]([CH2:18][CH2:19][CH2:20][C@H:11]2[C:8]2[CH:9]=[CH:10][C:5]([C:1]([O:3][CH3:4])=[O:2])=[CH:6][CH:7]=2)[CH2:16][CH2:15]1)(=[O:30])[O:27][CH2:28][CH3:29])[CH3:26]. (5) Given the reactants [CH3:1][S:2]([C:5]1[CH:10]=[CH:9][C:8]([S:11](Cl)(=[O:13])=[O:12])=[CH:7][CH:6]=1)(=[O:4])=[O:3].[NH2:15][CH2:16][CH2:17][CH2:18][NH:19][C:20]1[CH:25]=[C:24]([C:26]2[CH:31]=[CH:30][CH:29]=[C:28]([CH3:32])[C:27]=2[CH3:33])[N:23]=[C:22]([NH2:34])[N:21]=1, predict the reaction product. The product is: [NH2:34][C:22]1[N:21]=[C:20]([NH:19][CH2:18][CH2:17][CH2:16][NH:15][S:11]([C:8]2[CH:9]=[CH:10][C:5]([S:2]([CH3:1])(=[O:4])=[O:3])=[CH:6][CH:7]=2)(=[O:13])=[O:12])[CH:25]=[C:24]([C:26]2[CH:31]=[CH:30][CH:29]=[C:28]([CH3:32])[C:27]=2[CH3:33])[N:23]=1. (6) Given the reactants [CH3:1][O:2][C:3]1[CH:4]=[C:5]([S:11]([CH2:14][C:15](O)=O)(=[O:13])=[O:12])[CH:6]=[CH:7][C:8]=1[O:9][CH3:10].[N:18]1[C:22]2[CH:23]=[CH:24][C:25]([C:27]([NH:29][NH2:30])=O)=[CH:26][C:21]=2[NH:20][CH:19]=1.COC1C=CC(P2(SP(C3C=CC(OC)=CC=3)(=S)S2)=[S:40])=CC=1.O=P(Cl)(Cl)Cl, predict the reaction product. The product is: [CH3:1][O:2][C:3]1[CH:4]=[C:5]([S:11]([CH2:14][C:15]2[S:40][C:27]([C:25]3[CH:24]=[CH:23][C:22]4[NH:18][CH:19]=[N:20][C:21]=4[CH:26]=3)=[N:29][N:30]=2)(=[O:12])=[O:13])[CH:6]=[CH:7][C:8]=1[O:9][CH3:10]. (7) The product is: [N:37]1([CH:43]2[CH2:48][CH2:47][N:46]([C:49]3[CH:55]=[CH:54][C:52]([NH:53][C:2]4[N:7]=[C:6]([C:8]5[N:12]6[CH:13]=[CH:14][C:15]([F:17])=[CH:16][C:11]6=[N:10][C:9]=5[C:18]5[CH:19]=[CH:20][C:21]([O:35][CH3:36])=[C:22]([CH:34]=5)[C:23]([NH:25][C:26]5[C:31]([F:32])=[CH:30][CH:29]=[CH:28][C:27]=5[F:33])=[O:24])[CH:5]=[CH:4][N:3]=4)=[C:51]([O:56][CH3:57])[CH:50]=3)[CH2:45][CH2:44]2)[CH2:42][CH2:41][CH2:40][CH2:39][CH2:38]1. Given the reactants Cl[C:2]1[N:7]=[C:6]([C:8]2[N:12]3[CH:13]=[CH:14][C:15]([F:17])=[CH:16][C:11]3=[N:10][C:9]=2[C:18]2[CH:19]=[CH:20][C:21]([O:35][CH3:36])=[C:22]([CH:34]=2)[C:23]([NH:25][C:26]2[C:31]([F:32])=[CH:30][CH:29]=[CH:28][C:27]=2[F:33])=[O:24])[CH:5]=[CH:4][N:3]=1.[N:37]1([CH:43]2[CH2:48][CH2:47][N:46]([C:49]3[CH:55]=[CH:54][C:52]([NH2:53])=[C:51]([O:56][CH3:57])[CH:50]=3)[CH2:45][CH2:44]2)[CH2:42][CH2:41][CH2:40][CH2:39][CH2:38]1.O1CCOCC1.C[O-].[Na+], predict the reaction product. (8) The product is: [F:16][C:17]([F:30])([F:29])[S:18]([O:8][C:6]1[CH2:7][CH:2]([CH3:1])[CH2:3][C:4](=[O:9])[CH:5]=1)(=[O:20])=[O:19]. Given the reactants [CH3:1][CH:2]1[CH2:7][C:6](=[O:8])[CH2:5][C:4](=[O:9])[CH2:3]1.C([O-])([O-])=O.[Na+].[Na+].[F:16][C:17]([F:30])([F:29])[S:18](O[S:18]([C:17]([F:30])([F:29])[F:16])(=[O:20])=[O:19])(=[O:20])=[O:19], predict the reaction product. (9) Given the reactants [CH:1]1[C:10]2[C:5](=[CH:6][CH:7]=[CH:8][CH:9]=2)[CH:4]=[CH:3][N:2]=1.N1C2C(=CC=CC=2)C=CN=1.C1C2C(=CC=CC=2)C=NN=1.N1C2C(=CC=CN=2)C=CC=1.N1C2C(=CC=CC=2)C=C1.C1NC=C2C=1C=CC=C2.O1C2C=CC=CC=2N=C1.S1C2C=CC=CC=2N=C1, predict the reaction product. The product is: [N:2]1[C:1]2[C:10](=[CH:9][CH:8]=[CH:7][CH:6]=2)[CH:5]=[CH:4][CH:3]=1.